From a dataset of Forward reaction prediction with 1.9M reactions from USPTO patents (1976-2016). Predict the product of the given reaction. (1) Given the reactants [CH:1]1([C:6]2[CH:7]=[C:8]([NH2:18])[CH:9]=[N:10][C:11]=2[O:12][CH2:13][C:14]([F:17])([F:16])[F:15])[CH2:5][CH2:4][CH2:3][CH2:2]1.[C:19](O)(=[O:26])[C:20]1[CH:25]=[CH:24][CH:23]=[CH:22][CH:21]=1, predict the reaction product. The product is: [CH:1]1([C:6]2[CH:7]=[C:8]([NH:18][C:19](=[O:26])[C:20]3[CH:25]=[CH:24][CH:23]=[CH:22][CH:21]=3)[CH:9]=[N:10][C:11]=2[O:12][CH2:13][C:14]([F:15])([F:16])[F:17])[CH2:2][CH2:3][CH2:4][CH2:5]1. (2) The product is: [NH:21]1[C:22]2[C:27](=[CH:26][CH:25]=[CH:24][CH:23]=2)[CH:19]([CH2:18][CH2:17][N:4]2[CH2:5][CH2:6][N:1]([C:7]3[CH:8]=[C:9]4[C:13](=[CH:14][CH:15]=3)[NH:12][CH:11]=[CH:10]4)[CH2:2][CH2:3]2)[CH2:20]1. Given the reactants [N:1]1([C:7]2[CH:8]=[C:9]3[C:13](=[CH:14][CH:15]=2)[NH:12][CH:11]=[CH:10]3)[CH2:6][CH2:5][NH:4][CH2:3][CH2:2]1.Br[CH2:17][CH2:18][CH:19]1[C:27]2[C:22](=[CH:23][CH:24]=[CH:25][CH:26]=2)[N:21](C(=O)C)[CH2:20]1, predict the reaction product. (3) Given the reactants [C:1]([O:5][C:6](=[O:43])[N:7]([C@H:9]([C:11](=[O:42])[NH:12][C@@H:13]1[C:19](=[O:20])[N:18]([CH2:21][C:22]2[C:31]3[C:26](=[CH:27][C:28]([C:32](=[NH:35])[NH:33][OH:34])=[CH:29][CH:30]=3)[CH:25]=[CH:24][C:23]=2[O:36][CH3:37])[C:17]2[CH:38]=[CH:39][CH:40]=[CH:41][C:16]=2[CH2:15][CH2:14]1)[CH3:10])[CH3:8])([CH3:4])([CH3:3])[CH3:2].[CH:44](OCC)(OCC)OCC.CC(O)=O, predict the reaction product. The product is: [C:1]([O:5][C:6](=[O:43])[N:7]([C@H:9]([C:11](=[O:42])[NH:12][C@@H:13]1[C:19](=[O:20])[N:18]([CH2:21][C:22]2[C:31]3[C:26](=[CH:27][C:28]([C:32]4[N:35]=[CH:44][O:34][N:33]=4)=[CH:29][CH:30]=3)[CH:25]=[CH:24][C:23]=2[O:36][CH3:37])[C:17]2[CH:38]=[CH:39][CH:40]=[CH:41][C:16]=2[CH2:15][CH2:14]1)[CH3:10])[CH3:8])([CH3:2])([CH3:3])[CH3:4]. (4) Given the reactants I[C:2]1[C:10]2[C:5](=[CH:6][C:7]([C:11]([O:13][CH3:14])=[O:12])=[CH:8][CH:9]=2)[N:4]([C:15]([O:17][C:18]([CH3:21])([CH3:20])[CH3:19])=[O:16])[CH:3]=1.[CH:22]1(C2C=CC(C(N3CC(N4CCN(C(C5C=CC=CC=5)=O)CC4)C3)=O)=CC=2)[CH2:27][CH2:26][CH2:25][CH2:24][CH2:23]1.COC1C=CC=C(OC)C=1C1C=CC=CC=1P(C1CCCCC1)C1CCCCC1.[O-]P([O-])([O-])=O.[K+].[K+].[K+], predict the reaction product. The product is: [C:22]1([C:2]2[C:10]3[C:5](=[CH:6][C:7]([C:11]([O:13][CH3:14])=[O:12])=[CH:8][CH:9]=3)[N:4]([C:15]([O:17][C:18]([CH3:21])([CH3:20])[CH3:19])=[O:16])[CH:3]=2)[CH:27]=[CH:26][CH:25]=[CH:24][CH:23]=1. (5) Given the reactants C(O[C:6]([N:8]1[CH2:12][C:11](=[N:13][O:14][CH3:15])[CH2:10][C@H:9]1[C:16]([OH:18])=O)=[O:7])(C)(C)C.[CH3:19][O:20][C:21]1[CH:26]=[CH:25][CH:24]=[CH:23][C:22]=1[C:27]1[CH:32]=[CH:31][C:30](C(O)=O)=[CH:29][CH:28]=1.[NH2:36][CH2:37][CH:38]([C:40]1[CH:45]=[CH:44][CH:43]=[CH:42][CH:41]=1)[OH:39], predict the reaction product. The product is: [OH:39][CH:38]([C:40]1[CH:45]=[CH:44][CH:43]=[CH:42][CH:41]=1)[CH2:37][NH:36][C:16]([C@@H:9]1[CH2:10][C:11](=[N:13][O:14][CH3:15])[CH2:12][N:8]1[C:6]([C:30]1[CH:29]=[CH:28][C:27]([C:22]2[CH:23]=[CH:24][CH:25]=[CH:26][C:21]=2[O:20][CH3:19])=[CH:32][CH:31]=1)=[O:7])=[O:18]. (6) The product is: [F:1][C:2]1[CH:7]=[CH:6][CH:5]=[CH:4][C:3]=1[N:8]([CH3:14])[C:9](=[O:13])[C@H:10]([O:16][C:15]1[CH:22]=[CH:21][C:19]([OH:20])=[CH:18][CH:17]=1)[CH3:11]. Given the reactants [F:1][C:2]1[CH:7]=[CH:6][CH:5]=[CH:4][C:3]=1[N:8]([CH3:14])[C:9](=[O:13])[C@@H:10](Br)[CH3:11].[C:15]1([CH:22]=[CH:21][C:19]([OH:20])=[CH:18][CH:17]=1)[OH:16].C(=O)([O-])[O-].[K+].[K+], predict the reaction product.